From a dataset of Full USPTO retrosynthesis dataset with 1.9M reactions from patents (1976-2016). Predict the reactants needed to synthesize the given product. (1) Given the product [CH:1]1[C:11]2[CH2:10][C:9]3([CH2:15][CH2:14][CH:13]([N:16]4[CH2:21][CH:20]5[C:18]([C:22]([OH:24])=[O:23])([CH2:19]5)[CH2:17]4)[CH2:12]3)[C:8]3[CH:27]=[CH:28][CH:29]=[CH:30][C:7]=3[CH2:6][C:5]=2[CH:4]=[CH:3][CH:2]=1, predict the reactants needed to synthesize it. The reactants are: [CH:1]1[C:11]2[CH2:10][C:9]3([CH2:15][CH2:14][CH:13]([N:16]4[CH2:21][CH:20]5[C:18]([C:22]([O:24]CC)=[O:23])([CH2:19]5)[CH2:17]4)[CH2:12]3)[C:8]3[CH:27]=[CH:28][CH:29]=[CH:30][C:7]=3[CH2:6][C:5]=2[CH:4]=[CH:3][CH:2]=1.[OH-].[K+]. (2) Given the product [F:20][C:15]1[CH:16]=[CH:17][CH:18]=[CH:19][C:14]=1[C:11]1[CH:12]=[CH:13][C:8]2[N:7]=[C:24]([C:26]3[N:27]=[C:28]([N:31]4[CH:35]=[CH:34][N:33]=[CH:32]4)[S:29][CH:30]=3)[CH2:23][C:22](=[O:36])[NH:21][C:9]=2[CH:10]=1, predict the reactants needed to synthesize it. The reactants are: C(OC(=O)[NH:7][C:8]1[CH:13]=[CH:12][C:11]([C:14]2[CH:19]=[CH:18][CH:17]=[CH:16][C:15]=2[F:20])=[CH:10][C:9]=1[NH:21][C:22](=[O:36])[CH2:23][C:24]([C:26]1[N:27]=[C:28]([N:31]2[CH:35]=[CH:34][N:33]=[CH:32]2)[S:29][CH:30]=1)=O)(C)(C)C.C(O)(C(F)(F)F)=O. (3) Given the product [F:13][C:11]1[CH:12]=[C:7]([C@H:4]2[CH2:5][O:6][C:19](=[O:21])[NH:3]2)[C:8]([O:14][CH3:15])=[N:9][CH:10]=1, predict the reactants needed to synthesize it. The reactants are: Cl.Cl.[NH2:3][C@@H:4]([C:7]1[C:8]([O:14][CH3:15])=[N:9][CH:10]=[C:11]([F:13])[CH:12]=1)[CH2:5][OH:6].[OH-].[K+].Cl[C:19](Cl)([O:21]C(=O)OC(Cl)(Cl)Cl)Cl.